Task: Predict the product of the given reaction.. Dataset: Forward reaction prediction with 1.9M reactions from USPTO patents (1976-2016) (1) Given the reactants [CH3:1][C:2]1[N:6]2[C:7](=[O:24])[N:8]([CH2:10][CH:11]3[CH2:16][CH2:15][N:14](C(OC(C)(C)C)=O)[CH2:13][CH2:12]3)[CH2:9][C:5]2=[CH:4][N:3]=1.[ClH:25], predict the reaction product. The product is: [ClH:25].[ClH:25].[CH3:1][C:2]1[N:6]2[C:7](=[O:24])[N:8]([CH2:10][CH:11]3[CH2:16][CH2:15][NH:14][CH2:13][CH2:12]3)[CH2:9][C:5]2=[CH:4][N:3]=1. (2) Given the reactants [OH-].[Li+].[Br:3][C:4]1[CH:9]=[CH:8][C:7]([C:10]([NH:12][C@@H:13]([CH:18]2[CH2:23][CH2:22][CH2:21][CH2:20][CH2:19]2)[C:14]([O:16]C)=[O:15])=[O:11])=[C:6]([NH:24][C:25]([NH:27][C:28]2[C:33]([CH3:34])=[CH:32][CH:31]=[CH:30][C:29]=2[CH3:35])=[O:26])[CH:5]=1.CO.Cl, predict the reaction product. The product is: [Br:3][C:4]1[CH:9]=[CH:8][C:7]([C:10]([NH:12][C@@H:13]([CH:18]2[CH2:23][CH2:22][CH2:21][CH2:20][CH2:19]2)[C:14]([OH:16])=[O:15])=[O:11])=[C:6]([NH:24][C:25]([NH:27][C:28]2[C:33]([CH3:34])=[CH:32][CH:31]=[CH:30][C:29]=2[CH3:35])=[O:26])[CH:5]=1. (3) Given the reactants C([O-])(=O)C.[K+].[Br:6][C:7]1[CH:16]=[CH:15][C:10]([C:11]([O:13][CH3:14])=[O:12])=[CH:9][C:8]=1[CH2:17]Br.O.C(OCC)(=O)C, predict the reaction product. The product is: [Br:6][C:7]1[CH:16]=[CH:15][C:10]([C:11]([O:13][CH3:14])=[O:12])=[CH:9][C:8]=1[CH3:17]. (4) Given the reactants [C:1]([O:5][C:6]([N:8]1[CH2:12][C@@H:11]([N:13]2[CH2:18][CH2:17][CH:16]([C:19]3[O:20][C:21]4[CH:27]=[CH:26][C:25]([C:28](O)=[O:29])=[CH:24][C:22]=4[N:23]=3)[CH2:15][CH2:14]2)[CH2:10][C@H:9]1[C:31]([N:33]1[CH2:37][CH2:36][S:35][CH2:34]1)=[O:32])=[O:7])([CH3:4])([CH3:3])[CH3:2].Cl.Cl.C(C1C=CC2OC(C3CCN([C@@H]4CN[C@H](C(N5CCSC5)=O)C4)CC3)=[N:48]C=2C=1)(O)=O.C(Cl)(=O)OCC(C)C.N.CO, predict the reaction product. The product is: [C:1]([O:5][C:6]([N:8]1[CH2:12][C@@H:11]([N:13]2[CH2:18][CH2:17][CH:16]([C:19]3[O:20][C:21]4[CH:27]=[CH:26][C:25]([C:28](=[O:29])[NH2:48])=[CH:24][C:22]=4[N:23]=3)[CH2:15][CH2:14]2)[CH2:10][C@H:9]1[C:31]([N:33]1[CH2:37][CH2:36][S:35][CH2:34]1)=[O:32])=[O:7])([CH3:3])([CH3:2])[CH3:4].